This data is from Forward reaction prediction with 1.9M reactions from USPTO patents (1976-2016). The task is: Predict the product of the given reaction. (1) The product is: [CH2:50]([O:57][C:58]1[CH:82]=[CH:81][C:61]([C:62]([O:64][C:65]2[CH:66]=[N:67][C:68]([CH2:71][N:72]([CH2:73][C:74]([O:76][C:77]([CH3:80])([CH3:79])[CH3:78])=[O:75])[C:17](=[O:18])[C:16]3[CH:15]=[CH:14][C:13]([NH:12][C:10](=[O:11])[CH2:9][C:6]4[CH:7]=[CH:8][C:3]([O:2][CH3:1])=[CH:4][C:5]=4[C:22]([F:25])([F:24])[F:23])=[CH:21][CH:20]=3)=[CH:69][CH:70]=2)=[O:63])=[CH:60][CH:59]=1)[CH2:51][CH2:52][CH2:53][CH2:54][CH2:55][CH3:56]. Given the reactants [CH3:1][O:2][C:3]1[CH:8]=[CH:7][C:6]([CH2:9][C:10]([NH:12][C:13]2[CH:21]=[CH:20][C:16]([C:17](O)=[O:18])=[CH:15][CH:14]=2)=[O:11])=[C:5]([C:22]([F:25])([F:24])[F:23])[CH:4]=1.CN(C(ON1N=NC2C=CC=NC1=2)=[N+](C)C)C.F[P-](F)(F)(F)(F)F.[CH2:50]([O:57][C:58]1[CH:82]=[CH:81][C:61]([C:62]([O:64][C:65]2[CH:66]=[N:67][C:68]([CH2:71][NH:72][CH2:73][C:74]([O:76][C:77]([CH3:80])([CH3:79])[CH3:78])=[O:75])=[CH:69][CH:70]=2)=[O:63])=[CH:60][CH:59]=1)[CH2:51][CH2:52][CH2:53][CH2:54][CH2:55][CH3:56].C(N(CC)CC)C, predict the reaction product. (2) Given the reactants [H-].[Al+3].[Li+].[H-].[H-].[H-].[C:7]([O:11][C:12]([NH:14][C@@H:15]([CH2:20][CH:21]=[CH2:22])[C:16](OC)=[O:17])=[O:13])([CH3:10])([CH3:9])[CH3:8].O.O.O.O.O.O.O.O.O.O.S([O-])([O-])(=O)=O.[Na+].[Na+], predict the reaction product. The product is: [OH:17][CH2:16][C@@H:15]([NH:14][C:12](=[O:13])[O:11][C:7]([CH3:10])([CH3:9])[CH3:8])[CH2:20][CH:21]=[CH2:22]. (3) Given the reactants [F:1][C:2]([F:16])([C:6]1[CH:7]=[C:8]2[C:13](=[CH:14][CH:15]=1)[N:12]=[CH:11][CH:10]=[CH:9]2)[C:3]([O-:5])=O.[Na+].[CH3:18][N:19]1[CH:23]=[C:22]([C:24]2[N:29]=[N:28][C:27]([NH:30][NH:31][C:32]([O:34][C:35]([CH3:38])([CH3:37])[CH3:36])=[O:33])=[CH:26][CH:25]=2)[CH:21]=[N:20]1.N1C=CN=C1.S(Cl)(Cl)=O, predict the reaction product. The product is: [F:16][C:2]([F:1])([C:6]1[CH:7]=[C:8]2[C:13](=[CH:14][CH:15]=1)[N:12]=[CH:11][CH:10]=[CH:9]2)[C:3]([N:28]1[N:29]=[C:24]([C:22]2[CH:21]=[N:20][N:19]([CH3:18])[CH:23]=2)[CH:25]=[CH:26]/[C:27]/1=[N:30]\[NH:31][C:32]([O:34][C:35]([CH3:38])([CH3:37])[CH3:36])=[O:33])=[O:5]. (4) Given the reactants [NH2:1][CH2:2][C:3]1[C:12](=[O:13])[C:11]2[C:6](=[CH:7][C:8]([Cl:14])=[CH:9][CH:10]=2)[N:5]([C:15]2[CH:20]=[CH:19][CH:18]=[CH:17][CH:16]=2)[CH:4]=1.[C:21]([C:24]1[CH:29]=[CH:28][C:27]([S:30]([NH2:33])(=[O:32])=[O:31])=[CH:26][CH:25]=1)(O)=[O:22], predict the reaction product. The product is: [Cl:14][C:8]1[CH:7]=[C:6]2[C:11]([C:12](=[O:13])[C:3]([CH2:2][NH:1][C:21](=[O:22])[C:24]3[CH:29]=[CH:28][C:27]([S:30](=[O:32])(=[O:31])[NH2:33])=[CH:26][CH:25]=3)=[CH:4][N:5]2[C:15]2[CH:16]=[CH:17][CH:18]=[CH:19][CH:20]=2)=[CH:10][CH:9]=1. (5) Given the reactants [CH2:1]([N:3]1[CH2:8][CH2:7][CH:6]([N:9]2[CH2:14][CH2:13][CH:12]([NH:15]C(=O)OC(C)(C)C)[CH2:11][CH2:10]2)[CH2:5][CH2:4]1)[CH3:2].[ClH:23], predict the reaction product. The product is: [ClH:23].[CH2:1]([N:3]1[CH2:4][CH2:5][CH:6]([N:9]2[CH2:10][CH2:11][CH:12]([NH2:15])[CH2:13][CH2:14]2)[CH2:7][CH2:8]1)[CH3:2]. (6) Given the reactants [F:1][C:2]1[CH:3]=[C:4]([CH:7]=[CH:8][C:9]=1[C:10]([F:13])([F:12])[F:11])[CH2:5][NH2:6].[N:14]([C:17]1[CH:25]=[CH:24][CH:23]=[C:22]2[C:18]=1[CH:19]=[CH:20][NH:21]2)=[C:15]=[O:16], predict the reaction product. The product is: [F:1][C:2]1[CH:3]=[C:4]([CH:7]=[CH:8][C:9]=1[C:10]([F:11])([F:12])[F:13])[CH2:5][NH:6][C:15]([NH:14][C:17]1[CH:25]=[CH:24][CH:23]=[C:22]2[C:18]=1[CH:19]=[CH:20][NH:21]2)=[O:16]. (7) Given the reactants [Br:1][C:2]1[CH:3]=[CH:4][C:5](I)=[N:6][CH:7]=1.[CH2:9]([O:11][C:12](=[O:19])[CH2:13][C:14]([O:16][CH2:17][CH3:18])=[O:15])[CH3:10].C([O-])([O-])=O.[Cs+].[Cs+].N1C=CC=CC=1C(O)=O, predict the reaction product. The product is: [CH2:9]([O:11][C:12](=[O:19])[CH:13]([C:5]1[CH:4]=[CH:3][C:2]([Br:1])=[CH:7][N:6]=1)[C:14]([O:16][CH2:17][CH3:18])=[O:15])[CH3:10]. (8) Given the reactants C(=O)([O-])[O-].[K+].[K+].[CH2:7]([O:9][C:10]([C:12]1[S:21][C:20]2[C:19]3[CH:22]=[C:23]([Cl:27])[CH:24]=[C:25]([OH:26])[C:18]=3[O:17][C:16]3[CH:28]=[CH:29][CH:30]=[CH:31][C:15]=3[C:14]=2[CH:13]=1)=[O:11])[CH3:8].Cl.[CH3:33][N:34]([CH3:39])[CH2:35][CH2:36][CH2:37]Cl, predict the reaction product. The product is: [CH2:7]([O:9][C:10]([C:12]1[S:21][C:20]2[C:19]3[CH:22]=[C:23]([Cl:27])[CH:24]=[C:25]([O:26][CH2:37][CH2:36][CH2:35][N:34]([CH3:39])[CH3:33])[C:18]=3[O:17][C:16]3[CH:28]=[CH:29][CH:30]=[CH:31][C:15]=3[C:14]=2[CH:13]=1)=[O:11])[CH3:8]. (9) Given the reactants [CH:1]1([C:4]([C:6]2[CH:11]=[CH:10][C:9]([CH2:12][C:13]([OH:15])=[O:14])=[CH:8][CH:7]=2)=[O:5])[CH2:3][CH2:2]1.[CH2:16](O)[CH3:17], predict the reaction product. The product is: [CH:1]1([C:4]([C:6]2[CH:11]=[CH:10][C:9]([CH2:12][C:13]([O:15][CH2:16][CH3:17])=[O:14])=[CH:8][CH:7]=2)=[O:5])[CH2:2][CH2:3]1. (10) Given the reactants [CH2:1]([C@@H:8]1[C:15](=[O:16])[NH:14][CH2:13][C:12]2[CH:17]=[CH:18][CH:19]=[CH:20][C:11]=2[CH2:10][N:9]1[S:21]([C:24]1[CH:25]=[CH:26][CH:27]=[C:28]2[C:33]=1[N:32]=[CH:31][CH:30]=[CH:29]2)(=[O:23])=[O:22])[C:2]1[CH:7]=[CH:6][CH:5]=[CH:4][CH:3]=1.[H-].[Na+].[CH3:36]I, predict the reaction product. The product is: [CH2:1]([C@@H:8]1[C:15](=[O:16])[N:14]([CH3:36])[CH2:13][C:12]2[CH:17]=[CH:18][CH:19]=[CH:20][C:11]=2[CH2:10][N:9]1[S:21]([C:24]1[CH:25]=[CH:26][CH:27]=[C:28]2[C:33]=1[N:32]=[CH:31][CH:30]=[CH:29]2)(=[O:22])=[O:23])[C:2]1[CH:7]=[CH:6][CH:5]=[CH:4][CH:3]=1.